Task: Predict the reactants needed to synthesize the given product.. Dataset: Full USPTO retrosynthesis dataset with 1.9M reactions from patents (1976-2016) Given the product [F:30][C:26]1([F:31])[C:25]2[N:21]([CH2:20][C:19]([NH:18][C@H:8]([C:5]3[N:6]=[CH:7][C:2]([NH:1][C:56](=[O:57])[C:55]([F:66])([F:65])[F:54])=[CH:3][C:4]=3[C:37]3[CH:38]=[CH:39][C:40]4[N:41]([C:44](=[O:47])[NH:45][N:46]=4)[C:42]=3[CH3:43])[CH2:9][C:10]3[CH:11]=[C:12]([F:17])[CH:13]=[C:14]([F:16])[CH:15]=3)=[O:36])[N:22]=[C:23]([C:32]([F:34])([F:35])[F:33])[C:24]=2[C@H:28]2[CH2:29][C@@H:27]12, predict the reactants needed to synthesize it. The reactants are: [NH2:1][C:2]1[CH:3]=[C:4]([C:37]2[CH:38]=[CH:39][C:40]3[N:41]([C:44](=[O:47])[NH:45][N:46]=3)[C:42]=2[CH3:43])[C:5]([C@@H:8]([NH:18][C:19](=[O:36])[CH2:20][N:21]2[C:25]3[C:26]([F:31])([F:30])[C@@H:27]4[CH2:29][C@@H:28]4[C:24]=3[C:23]([C:32]([F:35])([F:34])[F:33])=[N:22]2)[CH2:9][C:10]2[CH:15]=[C:14]([F:16])[CH:13]=[C:12]([F:17])[CH:11]=2)=[N:6][CH:7]=1.N1C=CC=CC=1.[F:54][C:55]([F:66])([F:65])[C:56](O[C:56](=[O:57])[C:55]([F:66])([F:65])[F:54])=[O:57].